From a dataset of Forward reaction prediction with 1.9M reactions from USPTO patents (1976-2016). Predict the product of the given reaction. (1) The product is: [Cl:1][C:2]1[S:6][C:5]([C:7]2[N:8]=[C:9]([O:16][S:26]([C:29]([F:32])([F:31])[F:30])(=[O:28])=[O:27])[C:10]([CH2:14][CH3:15])=[C:11]([CH3:13])[N:12]=2)=[CH:4][CH:3]=1. Given the reactants [Cl:1][C:2]1[S:6][C:5]([C:7]2[NH:8][C:9](=[O:16])[C:10]([CH2:14][CH3:15])=[C:11]([CH3:13])[N:12]=2)=[CH:4][CH:3]=1.C(N(CC)C(C)C)(C)C.[S:26](O[S:26]([C:29]([F:32])([F:31])[F:30])(=[O:28])=[O:27])([C:29]([F:32])([F:31])[F:30])(=[O:28])=[O:27].C([O-])(O)=O.[Na+], predict the reaction product. (2) The product is: [Cl:1][C:2]1[C:11]([C:12]([F:15])([F:14])[F:13])=[N:10][C:9]2[C:4]([N:3]=1)=[CH:5][C:6]([O:17][CH2:18][CH3:20])=[CH:7][CH:8]=2. Given the reactants [Cl:1][C:2]1[C:11]([C:12]([F:15])([F:14])[F:13])=[N:10][C:9]2[C:4](=[CH:5][C:6]([O:17][CH3:18])=[C:7](F)[CH:8]=2)[N:3]=1.Cl[C:20]1C(C(F)(F)F)=NC2C(=CC(F)=C(OC)C=2)N=1, predict the reaction product. (3) Given the reactants [N:1]1([C:6]2[CH:7]=[C:8]([CH3:23])[C:9]3[N:13]=[C:12]([C:14]4[C:15](=[O:21])[NH:16][CH:17]=[CH:18][C:19]=4I)[NH:11][C:10]=3[CH:22]=2)[CH:5]=[CH:4][N:3]=[CH:2]1.[CH3:24][OH:25].[N:26]1[CH:31]=[CH:30][CH:29]=[CH:28][CH:27]=1.[F-].[Cs+], predict the reaction product. The product is: [N:1]1([C:6]2[CH:7]=[C:8]([CH3:23])[C:9]3[N:13]=[C:12]([C:14]4[C:15](=[O:21])[NH:16][CH:17]=[CH:18][C:19]=4[O:25][CH2:24][C:27]4[CH:28]=[CH:29][CH:30]=[CH:31][N:26]=4)[NH:11][C:10]=3[CH:22]=2)[CH:5]=[CH:4][N:3]=[CH:2]1. (4) Given the reactants [Cl:1][C:2]1[CH:3]=[CH:4][C:5]([C:8](OC)=[O:9])=[N:6][CH:7]=1.[BH4-].[Na+], predict the reaction product. The product is: [Cl:1][C:2]1[CH:3]=[CH:4][C:5]([CH2:8][OH:9])=[N:6][CH:7]=1. (5) Given the reactants [F:1][C:2]([F:11])([F:10])[C:3]1[CH:4]=[C:5](Br)[CH:6]=[CH:7][CH:8]=1.[Mg].Br[CH:14]([CH3:20])[C:15]([O:17][CH2:18][CH3:19])=[O:16].O, predict the reaction product. The product is: [CH2:18]([O:17][C:15](=[O:16])[CH:14]([C:5]1[CH:6]=[CH:7][CH:8]=[C:3]([C:2]([F:11])([F:10])[F:1])[CH:4]=1)[CH3:20])[CH3:19]. (6) Given the reactants [NH2:1][N:2]1[C:6]([C:7]([O:9]C)=[O:8])=[CH:5][N:4]=[C:3]1[CH:11]([CH3:13])[CH3:12].[OH-].[Na+], predict the reaction product. The product is: [NH2:1][N:2]1[C:6]([C:7]([OH:9])=[O:8])=[CH:5][N:4]=[C:3]1[CH:11]([CH3:13])[CH3:12].